This data is from Forward reaction prediction with 1.9M reactions from USPTO patents (1976-2016). The task is: Predict the product of the given reaction. (1) Given the reactants C(O[C:6]([N:8]1[CH2:12][C:11](=[N:13][O:14][CH3:15])[CH2:10][C@H:9]1[C:16]([OH:18])=O)=[O:7])(C)(C)C.[CH3:19][C:20]1[CH:25]=[CH:24][CH:23]=[CH:22][C:21]=1[C:26]1[CH:31]=[CH:30][C:29](C(O)=O)=[C:28]([CH3:35])[CH:27]=1.[N:36]1([CH2:42][CH2:43][OH:44])[CH2:41][CH2:40][NH:39][CH2:38][CH2:37]1, predict the reaction product. The product is: [CH3:15][O:14][N:13]=[C:11]1[CH2:10][C@@H:9]([C:16]([N:39]2[CH2:40][CH2:41][N:36]([CH2:42][CH2:43][OH:44])[CH2:37][CH2:38]2)=[O:18])[N:8]([C:6]([C:29]2[CH:30]=[CH:31][C:26]([C:21]3[CH:22]=[CH:23][CH:24]=[CH:25][C:20]=3[CH3:19])=[CH:27][C:28]=2[CH3:35])=[O:7])[CH2:12]1. (2) Given the reactants [Cl:1][C:2]1[CH:3]=[C:4]([N:9]2[CH2:14][CH2:13][NH:12][CH2:11][CH2:10]2)[CH:5]=[CH:6][C:7]=1[Cl:8].C(=O)([O-])[O-].[K+].[K+].C[C:22](=[O:25])[CH2:23][CH3:24], predict the reaction product. The product is: [Cl:1][C:2]1[CH:3]=[C:4]([N:9]2[CH2:14][CH2:13][N:12]([CH2:24][CH2:23][CH2:22][OH:25])[CH2:11][CH2:10]2)[CH:5]=[CH:6][C:7]=1[Cl:8]. (3) Given the reactants [CH3:1][C:2]1[CH:10]=[CH:9][C:5]([C:6]([OH:8])=[O:7])=[CH:4][C:3]=1[C:11]([F:14])([F:13])[F:12].[C:15](=O)([O-])[O-].[K+].[K+].IC, predict the reaction product. The product is: [CH3:1][C:2]1[CH:10]=[CH:9][C:5]([C:6]([O:8][CH3:15])=[O:7])=[CH:4][C:3]=1[C:11]([F:12])([F:13])[F:14]. (4) Given the reactants [Cl-].[NH4+].O.[I:4][C:5]1[CH:10]=[CH:9][C:8]([CH3:11])=[C:7]([N+:12]([O-])=O)[C:6]=1[CH3:15], predict the reaction product. The product is: [I:4][C:5]1[C:6]([CH3:15])=[C:7]([NH2:12])[C:8]([CH3:11])=[CH:9][CH:10]=1. (5) Given the reactants I[C:2]1[CH:7]=[CH:6][CH:5]=[CH:4][N:3]=1.[CH2:8]([C:12]1[O:13][C:14]2[CH:20]=[CH:19][C:18]([C:21]#[N:22])=[CH:17][C:15]=2[N:16]=1)[CH2:9][C:10]#[CH:11], predict the reaction product. The product is: [N:3]1[CH:4]=[CH:5][CH:6]=[CH:7][C:2]=1[C:11]#[C:10][CH2:9][CH2:8][C:12]1[O:13][C:14]2[CH:20]=[CH:19][C:18]([C:21]#[N:22])=[CH:17][C:15]=2[N:16]=1. (6) The product is: [CH:26]1([NH:25][CH:8]2[C:7]3[S:6][C:5]([C:3]([NH2:32])=[O:2])=[N:14][C:13]=3[C:12]3[CH:15]=[C:16]([C:19]#[C:20][C:21]([OH:24])([CH3:23])[CH3:22])[CH:17]=[CH:18][C:11]=3[O:10][CH2:9]2)[CH2:29][CH2:28][CH2:27]1. Given the reactants C[O:2][C:3]([C:5]1[S:6][C:7]2[CH:8]([NH:25][CH:26]3[CH2:29][CH2:28][CH2:27]3)[CH2:9][O:10][C:11]3[CH:18]=[CH:17][C:16]([C:19]#[C:20][C:21]([OH:24])([CH3:23])[CH3:22])=[CH:15][C:12]=3[C:13]=2[N:14]=1)=O.CO.[NH3:32], predict the reaction product. (7) Given the reactants Cl[C:2]([O:4][C:5]1[CH:10]=[CH:9][C:8]([N+:11]([O-:13])=[O:12])=[CH:7][CH:6]=1)=[O:3].C(N(CC)CC)C.[N:21]1([CH:27]2[CH2:32][CH2:31][NH:30][CH2:29][CH2:28]2)[CH2:26][CH2:25][CH2:24][CH2:23][CH2:22]1, predict the reaction product. The product is: [N+:11]([C:8]1[CH:9]=[CH:10][C:5]([O:4][C:2]([N:30]2[CH2:31][CH2:32][CH:27]([N:21]3[CH2:26][CH2:25][CH2:24][CH2:23][CH2:22]3)[CH2:28][CH2:29]2)=[O:3])=[CH:6][CH:7]=1)([O-:13])=[O:12].